Dataset: Reaction yield outcomes from USPTO patents with 853,638 reactions. Task: Predict the reaction yield, written as a fraction of the theoretical maximum amount of product (1.0 means a 100% yield; for example, 0.34 means a 34% yield). (1) The reactants are Br[CH2:2][CH2:3][CH2:4][CH2:5][O:6][C:7]1[CH:16]=[C:15]2[C:10]([CH:11]=[CH:12][C:13](=[O:17])[NH:14]2)=[CH:9][CH:8]=1.[Na+].[I-].Cl.[CH2:21]([O:23][C:24]1[CH:29]=[CH:28][CH:27]=[CH:26][C:25]=1[N:30]1[CH2:36][CH2:35][CH2:34][NH:33][CH2:32][CH2:31]1)[CH3:22].C([O-])([O-])=O.[K+].[K+]. The catalyst is CC#N.O. The product is [CH2:21]([O:23][C:24]1[CH:29]=[CH:28][CH:27]=[CH:26][C:25]=1[N:30]1[CH2:36][CH2:35][CH2:34][N:33]([CH2:2][CH2:3][CH2:4][CH2:5][O:6][C:7]2[CH:16]=[C:15]3[C:10]([CH:11]=[CH:12][C:13](=[O:17])[NH:14]3)=[CH:9][CH:8]=2)[CH2:32][CH2:31]1)[CH3:22]. The yield is 0.240. (2) The reactants are [N:1]([CH2:4][CH2:5][NH:6]C(=O)CCCCCCCCCCCCC)=[N+:2]=[N-:3].[CH3:22][N:23]([CH3:38])[C:24]1[CH:33]=[CH:32][CH:31]=[C:30]2[C:25]=1[CH:26]=[CH:27][CH:28]=[C:29]2[S:34](Cl)(=[O:36])=[O:35].N(CCN)=[N+]=[N-].C(N(CC)CC)C. The catalyst is ClCCl. The product is [N:1]([CH2:4][CH2:5][NH:6][S:34]([C:29]1[C:30]2[C:25](=[C:24]([N:23]([CH3:38])[CH3:22])[CH:33]=[CH:32][CH:31]=2)[CH:26]=[CH:27][CH:28]=1)(=[O:36])=[O:35])=[N+:2]=[N-:3]. The yield is 0.860. (3) The reactants are [Cl:1][C:2]1[C:10]2[N:9]=[C:8]([NH:11][C:12]3[CH:17]=[CH:16][C:15]([Cl:18])=[CH:14][C:13]=3[Cl:19])[N:7]([CH2:20][CH2:21]O)[C:6]=2[C:5]([CH:23]([CH2:26][CH3:27])[CH2:24][CH3:25])=[CH:4][CH:3]=1.C(N(C(C)C)CC)(C)C.CS(Cl)(=O)=O. The catalyst is O1CCCC1.C(OCC)(=O)C. The product is [Cl:1][C:2]1[C:10]2[N:9]=[C:8]3[N:11]([C:12]4[CH:17]=[CH:16][C:15]([Cl:18])=[CH:14][C:13]=4[Cl:19])[CH2:21][CH2:20][N:7]3[C:6]=2[C:5]([CH:23]([CH2:26][CH3:27])[CH2:24][CH3:25])=[CH:4][CH:3]=1. The yield is 0.230.